Dataset: Forward reaction prediction with 1.9M reactions from USPTO patents (1976-2016). Task: Predict the product of the given reaction. (1) Given the reactants C(=O)([O-])[O-].[Cs+].[Cs+].[CH2:7]([C:10]1[S:11][C:12]2[C:21]3[CH:20]=[CH:19][C:18]([OH:22])=[CH:17][C:16]=3[N:15]=[CH:14][C:13]=2[N:23]=1)[CH2:8][CH3:9].I[CH2:25][CH2:26][CH2:27][NH:28][C:29](=[O:35])[O:30][C:31]([CH3:34])([CH3:33])[CH3:32], predict the reaction product. The product is: [CH2:7]([C:10]1[S:11][C:12]2[C:21]3[CH:20]=[CH:19][C:18]([O:22][CH2:25][CH2:26][CH2:27][NH:28][C:29](=[O:35])[O:30][C:31]([CH3:34])([CH3:33])[CH3:32])=[CH:17][C:16]=3[N:15]=[CH:14][C:13]=2[N:23]=1)[CH2:8][CH3:9]. (2) Given the reactants [OH:1][C:2]1[CH:3]=[C:4]2[C:9](=[CH:10][CH:11]=1)[CH:8]=[C:7]([CH2:12][N:13]1[CH2:18][CH2:17][CH:16]([C:19]([O:21][CH2:22][CH3:23])=[O:20])[CH2:15][CH2:14]1)[CH:6]=[CH:5]2.[O:24](S(C(F)(F)F)(=O)=O)[S:25]([C:28]([F:31])([F:30])[F:29])(=O)=[O:26], predict the reaction product. The product is: [F:29][C:28]([F:31])([F:30])[S:25]([O:1][C:2]1[CH:3]=[C:4]2[C:9](=[CH:10][CH:11]=1)[CH:8]=[C:7]([CH2:12][N:13]1[CH2:18][CH2:17][CH:16]([C:19]([O:21][CH2:22][CH3:23])=[O:20])[CH2:15][CH2:14]1)[CH:6]=[CH:5]2)(=[O:26])=[O:24]. (3) Given the reactants C([O:8][CH2:9][CH2:10][CH:11]=[C:12]([C:19]1[CH:24]=[CH:23][C:22]([NH:25][C:26](=[O:45])[CH2:27][C:28]2[CH:44]=[CH:43][C:31]3[N:32]=[C:33]([NH:35][C:36]4[CH:41]=[CH:40][CH:39]=[CH:38][C:37]=4[CH3:42])[O:34][C:30]=3[CH:29]=2)=[CH:21][CH:20]=1)[CH2:13][C:14]([O:16][CH2:17][CH3:18])=[O:15])C1C=CC=CC=1.[H][H], predict the reaction product. The product is: [OH:8][CH2:9][CH2:10][CH2:11][CH:12]([C:19]1[CH:20]=[CH:21][C:22]([NH:25][C:26](=[O:45])[CH2:27][C:28]2[CH:44]=[CH:43][C:31]3[N:32]=[C:33]([NH:35][C:36]4[CH:41]=[CH:40][CH:39]=[CH:38][C:37]=4[CH3:42])[O:34][C:30]=3[CH:29]=2)=[CH:23][CH:24]=1)[CH2:13][C:14]([O:16][CH2:17][CH3:18])=[O:15]. (4) The product is: [F:1][C:2]1[C:3]([C:22]([NH:25][CH2:26][C:27]2([C:40]3[CH:44]=[C:43]([CH3:45])[O:42][N:41]=3)[CH2:32][CH2:31][N:30]([C:33]([O:35][C:36]([CH3:39])([CH3:38])[CH3:37])=[O:34])[CH2:29][CH2:28]2)=[O:24])=[N:4][CH:5]=[CH:6][C:7]=1[S:8][C:9]1[S:13][C:12]([NH:14][C:15]2[CH:20]=[C:19]([CH3:21])[CH:18]=[CH:17][N:16]=2)=[N:11][CH:10]=1. Given the reactants [F:1][C:2]1[C:3]([C:22]([OH:24])=O)=[N:4][CH:5]=[CH:6][C:7]=1[S:8][C:9]1[S:13][C:12]([NH:14][C:15]2[CH:20]=[C:19]([CH3:21])[CH:18]=[CH:17][N:16]=2)=[N:11][CH:10]=1.[NH2:25][CH2:26][C:27]1([C:40]2[CH:44]=[C:43]([CH3:45])[O:42][N:41]=2)[CH2:32][CH2:31][N:30]([C:33]([O:35][C:36]([CH3:39])([CH3:38])[CH3:37])=[O:34])[CH2:29][CH2:28]1, predict the reaction product. (5) Given the reactants [NH2:1][C:2]1[CH:9]=[CH:8][C:5]([C:6]#[N:7])=[CH:4][CH:3]=1.[S:10]([CH2:15][C:16](O)=[O:17])[CH2:11][C:12]([OH:14])=[O:13].CCN=C=NCCCN(C)C.CCN(C(C)C)C(C)C, predict the reaction product. The product is: [C:6]([C:5]1[CH:8]=[CH:9][C:2]([NH:1][C:16](=[O:17])[CH2:15][S:10][CH2:11][C:12]([OH:14])=[O:13])=[CH:3][CH:4]=1)#[N:7]. (6) Given the reactants [CH3:1][C:2]1[CH:7]=[CH:6][C:5]([S:8]([O:11][CH2:12][C@H:13]([O:16][C:17]2[CH:22]=[CH:21][CH:20]=[CH:19][C:18]=2[CH:23]=CC)[CH:14]=C)(=[O:10])=[O:9])=[CH:4][CH:3]=1, predict the reaction product. The product is: [CH3:1][C:2]1[CH:7]=[CH:6][C:5]([S:8]([O:11][CH2:12][C@H:13]2[CH:14]=[CH:23][C:18]3[C:17](=[CH:22][CH:21]=[CH:20][CH:19]=3)[O:16]2)(=[O:10])=[O:9])=[CH:4][CH:3]=1. (7) Given the reactants [NH2:1]/[C:2](/[CH3:6])=[CH:3]\[C:4]#[N:5].[CH3:7][O:8][CH2:9][CH2:10]N.[CH3:12][C:13]1[C:21]2[C:16](=[CH:17][CH:18]=[C:19]([CH:22]=O)[CH:20]=2)[NH:15][N:14]=1, predict the reaction product. The product is: [CH3:7][O:8][CH2:9][CH2:10][N:1]1[C:2]([CH3:6])=[C:3]([C:4]#[N:5])[CH:22]([C:19]2[CH:20]=[C:21]3[C:16](=[CH:17][CH:18]=2)[NH:15][N:14]=[C:13]3[CH3:12])[C:3]([C:4]#[N:5])=[C:2]1[CH3:6]. (8) Given the reactants Cl[C:2]1[C:7]2=[C:8]([CH3:11])[CH:9]=[CH:10][N:6]2[N:5]=[CH:4][N:3]=1.Cl.[F:13][C:14]1[CH:15]=[C:16]([CH:26]=[CH:27][CH:28]=1)[CH2:17][O:18][C:19]1[CH:24]=[CH:23][C:22]([NH2:25])=[CH:21][CH:20]=1.C([O-])(O)=O.[Na+], predict the reaction product. The product is: [F:13][C:14]1[CH:15]=[C:16]([CH:26]=[CH:27][CH:28]=1)[CH2:17][O:18][C:19]1[CH:24]=[CH:23][C:22]([NH:25][C:2]2[C:7]3=[C:8]([CH3:11])[CH:9]=[CH:10][N:6]3[N:5]=[CH:4][N:3]=2)=[CH:21][CH:20]=1. (9) The product is: [NH2:15][C:10]1[N:11]=[C:12]([CH3:14])[N:13]=[C:8]([C:7]2[C:2]([NH:16][C:17]3[CH:18]=[C:19]([OH:23])[CH:20]=[CH:21][CH:22]=3)=[N:3][CH:4]=[CH:5][CH:6]=2)[N:9]=1. Given the reactants F[C:2]1[C:7]([C:8]2[N:13]=[C:12]([CH3:14])[N:11]=[C:10]([NH2:15])[N:9]=2)=[CH:6][CH:5]=[CH:4][N:3]=1.[NH2:16][C:17]1[CH:18]=[C:19]([OH:23])[CH:20]=[CH:21][CH:22]=1, predict the reaction product. (10) Given the reactants [C:1]([O:5][C:6]([N:8]1[CH2:12][C@H:11]([OH:13])[C@@H:10]([NH2:14])[CH2:9]1)=[O:7])([CH3:4])([CH3:3])[CH3:2].[Cl:15][C:16]1[S:20][C:19]([C:21](O)=[O:22])=[CH:18][CH:17]=1, predict the reaction product. The product is: [C:1]([O:5][C:6]([N:8]1[CH2:12][C@H:11]([OH:13])[C@@H:10]([NH:14][C:21]([C:19]2[S:20][C:16]([Cl:15])=[CH:17][CH:18]=2)=[O:22])[CH2:9]1)=[O:7])([CH3:4])([CH3:2])[CH3:3].